From a dataset of Tyrosyl-DNA phosphodiesterase HTS with 341,365 compounds. Binary Classification. Given a drug SMILES string, predict its activity (active/inactive) in a high-throughput screening assay against a specified biological target. (1) The compound is Clc1c(N)cc(C(OCC(=O)NCc2cc(c(O)c(c2)C)C)=O)cc1. The result is 0 (inactive). (2) The molecule is Clc1n(nc(c1/C=C\C(OC(C(=O)N1CCCC1)C)=O)C)Cc1ccccc1. The result is 0 (inactive). (3) The molecule is s1c(NC(=O)c2oc3c(cc(c(c3)C)C)c(=O)c2)nnc1SC. The result is 0 (inactive). (4) The drug is On\1n(nc([N+]([O-])=O)c1=N/CCC=1CCCCC1)c1ccc(OC)cc1. The result is 0 (inactive). (5) The drug is O=C(NCc1n2nc(c3c(c2nn1)cccc3)c1ccccc1)c1cc(ccc1)C. The result is 0 (inactive).